This data is from Catalyst prediction with 721,799 reactions and 888 catalyst types from USPTO. The task is: Predict which catalyst facilitates the given reaction. (1) Reactant: [CH2:1]([N:19]([CH2:28][CH2:29][CH2:30][CH2:31][CH2:32][CH2:33][CH2:34][CH2:35]/[CH:36]=[CH:37]\[CH2:38]/[CH:39]=[CH:40]\[CH2:41][CH2:42][CH2:43][CH2:44][CH3:45])[C:20](=[O:27])[O:21][CH2:22][CH2:23][CH2:24][CH2:25]O)[CH2:2][CH2:3][CH2:4][CH2:5][CH2:6][CH2:7][CH2:8]/[CH:9]=[CH:10]\[CH2:11]/[CH:12]=[CH:13]\[CH2:14][CH2:15][CH2:16][CH2:17][CH3:18].S(Cl)(=O)(=O)C.[CH2:51]([N:53](CC)[CH2:54]C)C.C(=O)([O-])O.[Na+].CNC. Product: [CH2:1]([N:19]([CH2:28][CH2:29][CH2:30][CH2:31][CH2:32][CH2:33][CH2:34][CH2:35]/[CH:36]=[CH:37]\[CH2:38]/[CH:39]=[CH:40]\[CH2:41][CH2:42][CH2:43][CH2:44][CH3:45])[C:20](=[O:27])[O:21][CH2:22][CH2:23][CH2:24][CH2:25][N:53]([CH3:54])[CH3:51])[CH2:2][CH2:3][CH2:4][CH2:5][CH2:6][CH2:7][CH2:8]/[CH:9]=[CH:10]\[CH2:11]/[CH:12]=[CH:13]\[CH2:14][CH2:15][CH2:16][CH2:17][CH3:18]. The catalyst class is: 4. (2) Reactant: C(N(CC)CC)C.[CH2:8]([OH:12])[CH2:9][C:10]#[CH:11].[C:13]1([CH3:23])[CH:18]=[CH:17][C:16]([S:19](Cl)(=[O:21])=[O:20])=[CH:15][CH:14]=1.C(OCC)(=O)C. Product: [C:13]1([CH3:23])[CH:18]=[CH:17][C:16]([S:19]([O:12][CH2:8][CH2:9][C:10]#[CH:11])(=[O:21])=[O:20])=[CH:15][CH:14]=1. The catalyst class is: 2. (3) Reactant: [C:1]([C:4]1[C:5]2[CH:12]=[C:11]([O:13][S:14]([C:17]3[CH:22]=[CH:21][CH:20]=[CH:19][CH:18]=3)(=[O:16])=[O:15])[CH:10]=[CH:9][C:6]=2[S:7][CH:8]=1)(=[O:3])C.C1(S(OC2C=CC(SCC#C)=CC=2)(=O)=[O:30])C=CC=CC=1.Cl[O-].[Na+].Cl. Product: [C:17]1([S:14]([O:13][C:11]2[CH:10]=[CH:9][C:6]3[S:7][CH:8]=[C:4]([C:1]([OH:30])=[O:3])[C:5]=3[CH:12]=2)(=[O:15])=[O:16])[CH:18]=[CH:19][CH:20]=[CH:21][CH:22]=1. The catalyst class is: 12. (4) Reactant: [F:1][C:2]1[CH:3]=[C:4]([CH:14]2[C:23]([CH3:25])([CH3:24])[CH2:22][C:21]3[C:16](=[CH:17][CH:18]=[C:19]([C:26](O)=[O:27])[CH:20]=3)[NH:15]2)[CH:5]=[C:6]([N:8]2[CH2:12][CH2:11][CH2:10][C:9]2=[O:13])[CH:7]=1.[CH3:29][S:30]([NH2:33])(=[O:32])=[O:31]. Product: [F:1][C:2]1[CH:3]=[C:4]([CH:14]2[C:23]([CH3:24])([CH3:25])[CH2:22][C:21]3[C:16](=[CH:17][CH:18]=[C:19]([C:26]([NH:33][S:30]([CH3:29])(=[O:32])=[O:31])=[O:27])[CH:20]=3)[NH:15]2)[CH:5]=[C:6]([N:8]2[CH2:12][CH2:11][CH2:10][C:9]2=[O:13])[CH:7]=1. The catalyst class is: 119. (5) Reactant: Cl.[C:2]([C:6]1[O:10][N:9]=[C:8]([NH:11][C:12]([NH:14][C:15]2[CH:20]=[CH:19][C:18]([C:21]3[N:25]4[CH:26]=[CH:27][C:28]([C:30]5[CH:35]=[CH:34][C:33]([C:36]([N:38]6[CH2:43][CH2:42][NH:41][CH2:40][CH2:39]6)=[O:37])=[CH:32][CH:31]=5)=[CH:29][C:24]4=[N:23][CH:22]=3)=[CH:17][C:16]=2[F:44])=[O:13])[CH:7]=1)([CH3:5])([CH3:4])[CH3:3].[CH3:45][C:46]([CH3:48])=O.C(O)(=O)C.C([BH3-])#N.[Na+]. Product: [C:2]([C:6]1[O:10][N:9]=[C:8]([NH:11][C:12]([NH:14][C:15]2[CH:20]=[CH:19][C:18]([C:21]3[N:25]4[CH:26]=[CH:27][C:28]([C:30]5[CH:35]=[CH:34][C:33]([C:36]([N:38]6[CH2:39][CH2:40][N:41]([CH:46]([CH3:48])[CH3:45])[CH2:42][CH2:43]6)=[O:37])=[CH:32][CH:31]=5)=[CH:29][C:24]4=[N:23][CH:22]=3)=[CH:17][C:16]=2[F:44])=[O:13])[CH:7]=1)([CH3:5])([CH3:3])[CH3:4]. The catalyst class is: 5. (6) Reactant: [CH3:1][S:2](Cl)(=[O:4])=[O:3].N1C=CC=CC=1.[CH3:12][N:13]([CH2:15][CH:16]1[CH2:25][C:24]2[C:19](=[CH:20][C:21]([NH:26][C:27]([C:29]3[CH:34]=[CH:33][C:32]([C:35]4[CH:40]=[CH:39][CH:38]=[CH:37][CH:36]=4)=[CH:31][CH:30]=3)=[O:28])=[CH:22][CH:23]=2)[NH:18][CH2:17]1)[CH3:14].C(=O)([O-])[O-].[K+].[K+]. Product: [CH3:14][N:13]([CH2:15][CH:16]1[CH2:25][C:24]2[C:19](=[CH:20][C:21]([NH:26][C:27]([C:29]3[CH:30]=[CH:31][C:32]([C:35]4[CH:40]=[CH:39][CH:38]=[CH:37][CH:36]=4)=[CH:33][CH:34]=3)=[O:28])=[CH:22][CH:23]=2)[N:18]([S:2]([CH3:1])(=[O:4])=[O:3])[CH2:17]1)[CH3:12]. The catalyst class is: 13.